This data is from Peptide-MHC class I binding affinity with 185,985 pairs from IEDB/IMGT. The task is: Regression. Given a peptide amino acid sequence and an MHC pseudo amino acid sequence, predict their binding affinity value. This is MHC class I binding data. (1) The peptide sequence is YRYLCLIQK. The MHC is Mamu-B8301 with pseudo-sequence Mamu-B8301. The binding affinity (normalized) is 0.592. (2) The peptide sequence is SPAIFQSSM. The MHC is HLA-B81:01 with pseudo-sequence HLA-B81:01. The binding affinity (normalized) is 0.787. (3) The peptide sequence is ALQLLLEV. The MHC is HLA-A02:06 with pseudo-sequence HLA-A02:06. The binding affinity (normalized) is 0.289. (4) The peptide sequence is AVMDIISRK. The MHC is HLA-A03:01 with pseudo-sequence HLA-A03:01. The binding affinity (normalized) is 0.852. (5) The peptide sequence is QTHIKTIAV. The MHC is HLA-A02:02 with pseudo-sequence HLA-A02:02. The binding affinity (normalized) is 0.0821.